From a dataset of Forward reaction prediction with 1.9M reactions from USPTO patents (1976-2016). Predict the product of the given reaction. (1) Given the reactants [OH:1][CH:2]([C:7]1[C:8]([CH3:23])=[N:9][C:10]2[N:11]([N:20]=[CH:21][CH:22]=2)[C:12]=1[C:13]1[CH:18]=[CH:17][C:16]([CH3:19])=[CH:15][CH:14]=1)[C:3]([O:5][CH3:6])=[O:4].Cl(O)(=O)(=O)=O, predict the reaction product. The product is: [C:7]([O:1][CH:2]([C:7]1[C:8]([CH3:23])=[N:9][C:10]2[N:11]([N:20]=[CH:21][CH:22]=2)[C:12]=1[C:13]1[CH:18]=[CH:17][C:16]([CH3:19])=[CH:15][CH:14]=1)[C:3]([O:5][CH3:6])=[O:4])([CH3:8])([CH3:12])[CH3:2]. (2) The product is: [CH2:40]([NH:39][C:32](=[O:34])[C:31]1[CH:35]=[CH:36][CH:37]=[CH:38][C:30]=1[S:27]([CH2:26][C:16]1[C:17]2[CH2:18][CH2:19][CH2:20][C:21](=[O:25])[C:22]=2[CH:23]=[CH:24][C:15]=1[O:14][C@@H:7]([C:8]1[CH:13]=[CH:12][CH:11]=[CH:10][CH:9]=1)[CH2:6][N:1]1[CH:5]=[CH:4][N:3]=[CH:2]1)(=[O:29])=[O:28])[CH:41]=[CH2:42]. Given the reactants [N:1]1([CH2:6][C@@H:7]([O:14][C:15]2[CH:24]=[CH:23][C:22]3[C:21](=[O:25])[CH2:20][CH2:19][CH2:18][C:17]=3[C:16]=2[CH2:26][S:27]([C:30]2[CH:38]=[CH:37][CH:36]=[CH:35][C:31]=2[C:32]([OH:34])=O)(=[O:29])=[O:28])[C:8]2[CH:13]=[CH:12][CH:11]=[CH:10][CH:9]=2)[CH:5]=[CH:4][N:3]=[CH:2]1.[NH2:39][CH2:40][CH:41]=[CH2:42], predict the reaction product. (3) Given the reactants [CH2:1]([O:17][CH2:18][CH2:19][N:20]([CH2:25][C:26]([OH:28])=[O:27])[CH2:21][C:22]([OH:24])=[O:23])[CH2:2][CH2:3][CH2:4][O:5][CH2:6][CH2:7][N:8]([CH2:13][C:14]([OH:16])=[O:15])[CH2:9][C:10]([OH:12])=[O:11].[OH-].[Na+].[NH3][Pt:32](Cl)(Cl)[NH3], predict the reaction product. The product is: [Pt:32].[Pt:32].[CH2:4]([O:5][CH2:6][CH2:7][N:8]([CH2:9][C:10]([OH:12])=[O:11])[CH2:13][C:14]([OH:16])=[O:15])[CH2:3][CH2:2][CH2:1][O:17][CH2:18][CH2:19][N:20]([CH2:21][C:22]([OH:24])=[O:23])[CH2:25][C:26]([OH:28])=[O:27]. (4) Given the reactants [CH2:1]([C:3]1[CH:4]=[N:5][N:6]([CH3:17])[C:7]=1[C:8]1[CH:9]=[C:10]([C:14]([OH:16])=O)[S:11][C:12]=1[CH3:13])[CH3:2].[NH2:18][C@@H:19]([CH2:32][C:33]1[CH:38]=[CH:37][CH:36]=[CH:35][C:34]=1[C:39]([F:42])([F:41])[F:40])[CH2:20][N:21]1[C:29](=[O:30])[C:28]2[C:23](=[CH:24][CH:25]=[CH:26][CH:27]=2)[C:22]1=[O:31].C(N(C(C)C)CC)(C)C.F[P-](F)(F)(F)(F)F.Br[P+](N1CCCC1)(N1CCCC1)N1CCCC1, predict the reaction product. The product is: [O:30]=[C:29]1[C:28]2[C:23](=[CH:24][CH:25]=[CH:26][CH:27]=2)[C:22](=[O:31])[N:21]1[CH2:20][C@@H:19]([NH:18][C:14]([C:10]1[S:11][C:12]([CH3:13])=[C:8]([C:7]2[N:6]([CH3:17])[N:5]=[CH:4][C:3]=2[CH2:1][CH3:2])[CH:9]=1)=[O:16])[CH2:32][C:33]1[CH:38]=[CH:37][CH:36]=[CH:35][C:34]=1[C:39]([F:41])([F:40])[F:42]. (5) Given the reactants [F:1][C:2]1[CH:3]=[C:4]([C:8]2[CH:9]=[CH:10][C:11](/[CH:14]=[CH:15]/[CH:16]=O)=[N:12][CH:13]=2)[CH:5]=[CH:6][CH:7]=1.[CH3:18][C:19]1([CH3:27])[CH2:26][C:24](=O)[CH2:23][C:21](=[O:22])[CH2:20]1.[NH2:28][C:29]1[NH:33][N:32]=[C:31]([C:34]([O:36][C:37]([CH3:40])([CH3:39])[CH3:38])=[O:35])[CH:30]=1, predict the reaction product. The product is: [F:1][C:2]1[CH:3]=[C:4]([C:8]2[CH:9]=[CH:10][C:11](/[CH:14]=[CH:15]/[CH:16]3[C:23]4[C:21](=[O:22])[CH2:20][C:19]([CH3:18])([CH3:27])[CH2:26][C:24]=4[NH:28][C:29]4[NH:33][N:32]=[C:31]([C:34]([O:36][C:37]([CH3:40])([CH3:39])[CH3:38])=[O:35])[C:30]3=4)=[N:12][CH:13]=2)[CH:5]=[CH:6][CH:7]=1. (6) Given the reactants [CH2:1]([O:3][C:4]([C:6]1([CH2:23][CH:24]=[CH2:25])[CH2:11][CH2:10][CH:9]([N:12]2[C:20](=[O:21])[C:19]3[C:14](=[CH:15][CH:16]=[CH:17][CH:18]=3)[C:13]2=[O:22])[CH2:8][CH2:7]1)=[O:5])[CH3:2], predict the reaction product. The product is: [CH2:1]([O:3][C:4]([C:6]1(/[CH:23]=[CH:24]/[CH3:25])[CH2:7][CH2:8][CH:9]([N:12]2[C:13](=[O:22])[C:14]3[C:19](=[CH:18][CH:17]=[CH:16][CH:15]=3)[C:20]2=[O:21])[CH2:10][CH2:11]1)=[O:5])[CH3:2]. (7) Given the reactants [N:1]1[CH:6]=[CH:5][C:4]([CH2:7][C:8]([C:10]2[CH:15]=[CH:14][C:13]([O:16][CH2:17][C:18]3[CH:27]=[CH:26][C:25]4[C:20](=[CH:21][CH:22]=[CH:23][CH:24]=4)[N:19]=3)=[CH:12][CH:11]=2)=O)=[CH:3][CH:2]=1.Cl.[OH:29][NH2:30].[C:31](O)(=O)C.C(=O)(O)[O-].[Na+], predict the reaction product. The product is: [N:1]1[CH:6]=[CH:5][C:4]([C:7]2[CH:31]=[N:30][O:29][C:8]=2[C:10]2[CH:15]=[CH:14][C:13]([O:16][CH2:17][C:18]3[CH:27]=[CH:26][C:25]4[C:20](=[CH:21][CH:22]=[CH:23][CH:24]=4)[N:19]=3)=[CH:12][CH:11]=2)=[CH:3][CH:2]=1. (8) Given the reactants [Br:1][C:2]1[CH:3]=[C:4](I)[C:5]([NH2:8])=[N:6][CH:7]=1.[O:10]1[CH:14]=[CH:13][C:12]([C:15]#[C:16][Si:17]([CH3:20])([CH3:19])[CH3:18])=[CH:11]1.[Li+].[Cl-].CC([O-])=O.[K+], predict the reaction product. The product is: [Br:1][C:2]1[CH:3]=[C:4]2[C:15]([C:12]3[CH:13]=[CH:14][O:10][CH:11]=3)=[C:16]([Si:17]([CH3:18])([CH3:20])[CH3:19])[NH:8][C:5]2=[N:6][CH:7]=1. (9) Given the reactants C[O:2][C:3](=[O:29])[C@H:4]([C@H:13]1[CH2:18][CH2:17][C@H:16]([NH:19][C:20]([C:22]2[C:27]([NH2:28])=[N:26][CH:25]=[CH:24][N:23]=2)=[O:21])[CH2:15][CH2:14]1)[NH:5][C:6]([O:8][C:9]([CH3:12])([CH3:11])[CH3:10])=[O:7].[OH-].[Na+], predict the reaction product. The product is: [NH2:28][C:27]1[C:22]([C:20]([NH:19][C@H:16]2[CH2:17][CH2:18][C@H:13]([C@H:4]([NH:5][C:6]([O:8][C:9]([CH3:12])([CH3:11])[CH3:10])=[O:7])[C:3]([OH:29])=[O:2])[CH2:14][CH2:15]2)=[O:21])=[N:23][CH:24]=[CH:25][N:26]=1.